From a dataset of Full USPTO retrosynthesis dataset with 1.9M reactions from patents (1976-2016). Predict the reactants needed to synthesize the given product. (1) Given the product [CH2:16]([N:4]([CH2:1][CH2:2][CH3:3])[CH2:5][CH2:6][CH2:7][NH2:8])[CH2:17][CH3:18], predict the reactants needed to synthesize it. The reactants are: [CH2:1]([N:4]([CH2:16][CH2:17][CH3:18])[CH2:5][CH2:6][CH2:7][NH:8]C(OC(C)(C)C)=O)[CH2:2][CH3:3].Cl.O1CCOCC1. (2) Given the product [C:1]([O:4][C@H:5]1[C@@H:9]([O:10][C:11](=[O:13])[CH3:12])[C@H:8]([C:14]2[C:18]3[N:19]=[CH:20][N:21]=[C:22]([N:36]=[N+:37]=[N-:38])[C:17]=3[NH:16][CH:15]=2)[N:7]([C:24]([O:26][C:27]([CH3:30])([CH3:29])[CH3:28])=[O:25])[C@@H:6]1[CH2:31][O:32][C:33](=[O:35])[CH3:34])(=[O:3])[CH3:2], predict the reactants needed to synthesize it. The reactants are: [C:1]([O:4][C@H:5]1[C@@H:9]([O:10][C:11](=[O:13])[CH3:12])[C@H:8]([C:14]2[C:18]3[N:19]=[CH:20][N:21]=[C:22](Cl)[C:17]=3[NH:16][CH:15]=2)[N:7]([C:24]([O:26][C:27]([CH3:30])([CH3:29])[CH3:28])=[O:25])[C@@H:6]1[CH2:31][O:32][C:33](=[O:35])[CH3:34])(=[O:3])[CH3:2].[N-:36]=[N+:37]=[N-:38].[Na+]. (3) Given the product [C:31]([C:23]1[C:24]([NH:26][CH2:27][CH2:28][O:29][CH3:30])=[CH:25][C:20]([NH:19][C:17]([N:8]2[C:9]3[C:4](=[CH:3][C:2]([C:34]4[S:33][CH:37]=[CH:36][CH:35]=4)=[C:11]([CH:12]=[O:13])[N:10]=3)[CH2:5][CH2:6][CH2:7]2)=[O:18])=[N:21][CH:22]=1)#[N:32], predict the reactants needed to synthesize it. The reactants are: Br[C:2]1[CH:3]=[C:4]2[C:9](=[N:10][C:11]=1[CH:12](OC)[O:13]C)[N:8]([C:17]([NH:19][C:20]1[CH:25]=[C:24]([NH:26][CH2:27][CH2:28][O:29][CH3:30])[C:23]([C:31]#[N:32])=[CH:22][N:21]=1)=[O:18])[CH2:7][CH2:6][CH2:5]2.[S:33]1[CH:37]=[CH:36][CH:35]=[C:34]1B1OC(C)(C)C(C)(C)O1.C([O-])([O-])=O.[Na+].[Na+].